Dataset: Full USPTO retrosynthesis dataset with 1.9M reactions from patents (1976-2016). Task: Predict the reactants needed to synthesize the given product. (1) Given the product [CH3:1][O:2][C:3]([C:5]1[N:6]=[CH:7][C:8]([N:11]2[CH2:16][CH2:15][N:14]([C:21](=[S:22])[NH:20][C:23]3[CH:32]=[CH:31][CH:30]=[C:29]4[C:24]=3[CH:25]=[CH:26][CH:27]=[N:28]4)[CH:13]([CH:17]([CH3:19])[CH3:18])[CH2:12]2)=[N:9][CH:10]=1)=[O:4], predict the reactants needed to synthesize it. The reactants are: [CH3:1][O:2][C:3]([C:5]1[N:6]=[CH:7][C:8]([N:11]2[CH2:16][CH2:15][NH:14][CH:13]([CH:17]([CH3:19])[CH3:18])[CH2:12]2)=[N:9][CH:10]=1)=[O:4].[N:20]([C:23]1[CH:32]=[CH:31][CH:30]=[C:29]2[C:24]=1[CH:25]=[CH:26][CH:27]=[N:28]2)=[C:21]=[S:22]. (2) Given the product [Cl:1][C:2]1[C:10]([C:11]#[N:12])=[CH:9][C:5]([C:6]([Cl:17])=[O:7])=[C:4]([CH3:13])[N:3]=1, predict the reactants needed to synthesize it. The reactants are: [Cl:1][C:2]1[C:10]([C:11]#[N:12])=[CH:9][C:5]([C:6](O)=[O:7])=[C:4]([CH3:13])[N:3]=1.C(Cl)(=O)C([Cl:17])=O. (3) The reactants are: [CH3:1][C:2]1[S:3][C:4]2[CH:9]=[CH:8][N+:7]([O-])=[CH:6][C:5]=2[N:11]=1.P(Cl)(Cl)([Cl:14])=O. Given the product [Cl:14][C:6]1[C:5]2[N:11]=[C:2]([CH3:1])[S:3][C:4]=2[CH:9]=[CH:8][N:7]=1, predict the reactants needed to synthesize it.